From a dataset of Catalyst prediction with 721,799 reactions and 888 catalyst types from USPTO. Predict which catalyst facilitates the given reaction. (1) Reactant: [N:1]1[CH:6]=[CH:5][C:4]([C:7]2[CH:12]=[CH:11][C:10]([C@@H:13]([NH:15][C:16](=[O:19])[CH2:17][CH3:18])[CH3:14])=[CH:9][CH:8]=2)=[CH:3][CH:2]=1.[CH2:20]([Br:27])[C:21]1[CH:26]=[CH:25][CH:24]=[CH:23][CH:22]=1. Product: [Br-:27].[CH2:20]([N+:1]1[CH:6]=[CH:5][C:4]([C:7]2[CH:12]=[CH:11][C:10]([C@@H:13]([NH:15][C:16](=[O:19])[CH2:17][CH3:18])[CH3:14])=[CH:9][CH:8]=2)=[CH:3][CH:2]=1)[C:21]1[CH:26]=[CH:25][CH:24]=[CH:23][CH:22]=1. The catalyst class is: 21. (2) Reactant: [OH:1][CH2:2][CH2:3][O:4][CH2:5][CH2:6][NH:7][C:8](=[O:11])[CH:9]=[CH2:10].[OH-].[K+].[CH3:14]I. Product: [CH3:14][O:1][CH2:2][CH2:3][O:4][CH2:5][CH2:6][NH:7][C:8](=[O:11])[CH:9]=[CH2:10]. The catalyst class is: 7. (3) Reactant: [Cl:1][C:2]1[CH:7]=[CH:6][C:5]([CH:8]([CH2:19][NH:20][S:21]([C:24]2[CH:29]=[CH:28][C:27]([CH3:30])=[CH:26][CH:25]=2)(=[O:23])=[O:22])[CH2:9][C:10]([NH:12][C:13]2[CH:18]=[CH:17][CH:16]=[CH:15][CH:14]=2)=[O:11])=[CH:4][CH:3]=1.[OH-:31].[Na+].[CH3:33][OH:34]. Product: [Cl:1][C:2]1[CH:3]=[CH:4][C:5]([CH:8]([CH2:19][NH:20][S:21]([C:24]2[CH:29]=[CH:28][C:27]([CH3:30])=[CH:26][CH:25]=2)(=[O:23])=[O:22])[CH2:9][C:10]([NH:12][C:13]2[CH:18]=[CH:17][C:16]([C:33]([OH:34])=[O:31])=[CH:15][CH:14]=2)=[O:11])=[CH:6][CH:7]=1. The catalyst class is: 1. (4) Reactant: I[C:2]1[CH:7]=[CH:6][N:5]=[C:4]2[N:8]([CH:11]([CH2:17][CH:18]3[CH2:23][CH2:22][O:21][CH2:20][CH2:19]3)[C:12]([O:14]CC)=O)[N:9]=[CH:10][C:3]=12.C1(S([O-])=O)CC1.[Na+].CNCC[NH:35][CH3:36].[C:37](=[O:40])([O-])[O-].[K+].[K+].C(O)(=O)C[C:45](CC(O)=O)(C(O)=O)[OH:46]. Product: [CH3:45][O:46][N:35]([CH3:36])[C:12](=[O:14])[CH:11]([N:8]1[C:4]2=[N:5][CH:6]=[CH:7][C:2]([O:40][CH3:37])=[C:3]2[CH:10]=[N:9]1)[CH2:17][CH:18]1[CH2:19][CH2:20][O:21][CH2:22][CH2:23]1. The catalyst class is: 419. (5) Reactant: [C:1]([NH:4][N:5]=[C:6]([C:14]#[N:15])[C:7]1[CH:12]=[CH:11][C:10]([Cl:13])=[CH:9][CH:8]=1)(=[NH:3])[NH2:2].C([OH:19])CC. Product: [NH2:3][C:1]1[N:4]=[N:5][C:6]([C:7]2[CH:12]=[CH:11][C:10]([Cl:13])=[CH:9][CH:8]=2)=[C:14]([NH2:15])[N:2]=1.[Cl:13][C:10]1[CH:11]=[CH:12][C:7]([C:6]([C:14]#[N:15])=[O:19])=[CH:8][CH:9]=1. The catalyst class is: 16. (6) Reactant: [CH3:1][C:2]1[CH:7]=[CH:6][C:5]([B:8]([OH:10])[OH:9])=[CH:4][C:3]=1[N+:11]([O-])=O. Product: [NH2:11][C:3]1[CH:4]=[C:5]([B:8]([OH:10])[OH:9])[CH:6]=[CH:7][C:2]=1[CH3:1]. The catalyst class is: 19. (7) Reactant: [CH2:1]([O:8][C:9]([C@@H:11]1[CH2:16][CH2:15][N:14](C(OC(C)(C)C)=O)[CH2:13][C@@H:12]1[C:24]([O:26][CH2:27][CH3:28])=[O:25])=[O:10])[C:2]1[CH:7]=[CH:6][CH:5]=[CH:4][CH:3]=1.FC(F)(F)C(O)=O. Product: [CH2:1]([O:8][C:9]([C@@H:11]1[CH2:16][CH2:15][NH:14][CH2:13][C@@H:12]1[C:24]([O:26][CH2:27][CH3:28])=[O:25])=[O:10])[C:2]1[CH:3]=[CH:4][CH:5]=[CH:6][CH:7]=1. The catalyst class is: 2. (8) Reactant: [CH2:1]([O:3][C:4](=[O:30])[C:5]1[CH:10]=[CH:9][C:8]([C:11]2[N:29]=[C:14]3[N:15]([CH2:20][C:21]4[CH:26]=[CH:25][C:24]([O:27][CH3:28])=[CH:23][CH:22]=4)[CH:16]=[N:17][C:18](Cl)=[C:13]3[CH:12]=2)=[CH:7][CH:6]=1)[CH3:2].[F:31][C:32]1[C:40]([OH:41])=[CH:39][CH:38]=[C:37]2[C:33]=1[CH:34]=[C:35]([CH3:42])[NH:36]2.C([O-])([O-])=O.[K+].[K+]. Product: [CH2:1]([O:3][C:4](=[O:30])[C:5]1[CH:10]=[CH:9][C:8]([C:11]2[N:29]=[C:14]3[N:15]([CH2:20][C:21]4[CH:26]=[CH:25][C:24]([O:27][CH3:28])=[CH:23][CH:22]=4)[CH:16]=[N:17][C:18]([O:41][C:40]4[C:32]([F:31])=[C:33]5[C:37](=[CH:38][CH:39]=4)[NH:36][C:35]([CH3:42])=[CH:34]5)=[C:13]3[CH:12]=2)=[CH:7][CH:6]=1)[CH3:2]. The catalyst class is: 3.